Dataset: Peptide-MHC class I binding affinity with 185,985 pairs from IEDB/IMGT. Task: Regression. Given a peptide amino acid sequence and an MHC pseudo amino acid sequence, predict their binding affinity value. This is MHC class I binding data. (1) The peptide sequence is SIISAVVGI. The MHC is HLA-A02:06 with pseudo-sequence HLA-A02:06. The binding affinity (normalized) is 0.478. (2) The peptide sequence is YNAKRIETV. The MHC is HLA-B46:01 with pseudo-sequence HLA-B46:01. The binding affinity (normalized) is 0.0847.